This data is from Reaction yield outcomes from USPTO patents with 853,638 reactions. The task is: Predict the reaction yield, written as a fraction of the theoretical maximum amount of product (1.0 means a 100% yield; for example, 0.34 means a 34% yield). (1) The reactants are [NH2:1][C@H:2]([C:5]([OH:7])=[O:6])[CH2:3][SH:4].[C:8]([OH:13])(=[O:12])[C:9]([CH3:11])=O. The catalyst is C(O)C. The product is [CH3:11][C:9]1([C:8]([OH:13])=[O:12])[NH:1][CH:2]([C:5]([OH:7])=[O:6])[CH2:3][S:4]1. The yield is 0.970. (2) The reactants are [Cl:1][C:2]1[CH:10]=[C:9]2[C:5](/[C:6](=[CH:12]/[CH:13]3[CH2:18][CH2:17][CH2:16][CH2:15][CH2:14]3)/[C:7](=[O:11])[NH:8]2)=[CH:4][CH:3]=1.Cl[C:20]([O:22][CH2:23][CH3:24])=[O:21].C(N(CC)CC)C. The catalyst is ClCCl. The product is [CH2:23]([O:22][C:20]([N:8]1[C:9]2[C:5](=[CH:4][CH:3]=[C:2]([Cl:1])[CH:10]=2)/[C:6](=[CH:12]/[CH:13]2[CH2:14][CH2:15][CH2:16][CH2:17][CH2:18]2)/[C:7]1=[O:11])=[O:21])[CH3:24]. The yield is 0.950. (3) The reactants are [Br:1][C:2]1[CH:7]=[C:6]([N+:8]([O-])=O)[CH:5]=[CH:4][C:3]=1[F:11].C(O)C.O.O.[Sn](Cl)Cl. The catalyst is O1CCCC1. The product is [Br:1][C:2]1[CH:7]=[C:6]([NH2:8])[CH:5]=[CH:4][C:3]=1[F:11]. The yield is 0.920. (4) The reactants are [N+:1]([C:4]1[CH:12]=[C:11]2[C:7]([CH2:8][CH2:9][C:10]2=O)=[CH:6][CH:5]=1)([O-:3])=[O:2].[CH2:14]([NH2:17])[C:15]#[CH:16].C(O[BH-](OC(=O)C)OC(=O)C)(=O)C.[Na+].C(OCC)(=O)C. The catalyst is ClCCCl.ClC(Cl)C. The product is [N+:1]([C:4]1[CH:12]=[C:11]2[C:7]([CH2:8][CH2:9][CH:10]2[NH:17][CH2:14][C:15]#[CH:16])=[CH:6][CH:5]=1)([O-:3])=[O:2]. The yield is 0.690. (5) The catalyst is C(Cl)(Cl)Cl. The yield is 0.540. The reactants are [NH2:1][C:2]1[N:10]=[C:9]([O:11][CH2:12][CH2:13][CH2:14][CH3:15])[N:8]=[C:7]2[C:3]=1[N:4]=[CH:5][N:6]2[CH2:16][C:17]1[CH:18]=[C:19]([CH2:23][P:24]([CH3:29])(=[O:28])[O:25][CH2:26][CH3:27])[CH:20]=[CH:21][CH:22]=1.[Br:30]Br. The product is [NH2:1][C:2]1[N:10]=[C:9]([O:11][CH2:12][CH2:13][CH2:14][CH3:15])[N:8]=[C:7]2[C:3]=1[N:4]=[C:5]([Br:30])[N:6]2[CH2:16][C:17]1[CH:18]=[C:19]([CH2:23][P:24]([CH3:29])(=[O:28])[O:25][CH2:26][CH3:27])[CH:20]=[CH:21][CH:22]=1. (6) The reactants are [C:1]1([CH2:7][C:8]#[N:9])[CH:6]=[CH:5][CH:4]=[CH:3][CH:2]=1.[OH-].[Na+:11].[N:12](OCCC(C)C)=[O:13]. The catalyst is C(O)C.C(OCC)C. The product is [C:8](/[C:7](=[N:12]\[O-:13])/[C:1]1[CH:6]=[CH:5][CH:4]=[CH:3][CH:2]=1)#[N:9].[Na+:11]. The yield is 0.560. (7) The reactants are [NH2:1][C:2]1[CH:3]=[C:4]([CH:25]=[CH:26][C:27]=1[NH2:28])[C:5]([N:7]1[CH2:12][CH2:11][C:10]2([CH2:20][C:19](=[O:21])[C:18]3[N:17]([CH:22]([CH3:24])[CH3:23])[N:16]=[CH:15][C:14]=3[CH2:13]2)[CH2:9][CH2:8]1)=[O:6].[N:29]([CH3:32])=[C:30]=[S:31]. The catalyst is O1CCCC1. The product is [NH2:1][C:2]1[CH:3]=[C:4]([C:5]([N:7]2[CH2:12][CH2:11][C:10]3([CH2:20][C:19](=[O:21])[C:18]4[N:17]([CH:22]([CH3:24])[CH3:23])[N:16]=[CH:15][C:14]=4[CH2:13]3)[CH2:9][CH2:8]2)=[O:6])[CH:25]=[CH:26][C:27]=1[NH:28][C:30]([NH:29][CH3:32])=[S:31]. The yield is 0.270. (8) The reactants are [H-].[H-].[H-].[H-].[Li+].[Al+3].[CH3:7][Si:8]([CH3:24])([CH3:23])[CH2:9][CH2:10][O:11][CH2:12][N:13]1[CH:17]=[CH:16][C:15]([C:18](OCC)=[O:19])=[N:14]1. The catalyst is C1COCC1. The product is [CH3:7][Si:8]([CH3:24])([CH3:23])[CH2:9][CH2:10][O:11][CH2:12][N:13]1[CH:17]=[CH:16][C:15]([CH2:18][OH:19])=[N:14]1. The yield is 0.770.